This data is from Full USPTO retrosynthesis dataset with 1.9M reactions from patents (1976-2016). The task is: Predict the reactants needed to synthesize the given product. Given the product [NH2:46][C@@H:42]([CH:43]([CH3:45])[CH3:44])[C:41]([NH:40][C:37]1[CH:36]=[CH:35][C:34]([C:29]2[C:28]3[C:32](=[CH:33][C:25]([F:24])=[CH:26][CH:27]=3)[NH:31][CH:30]=2)=[CH:39][N:38]=1)=[O:54], predict the reactants needed to synthesize it. The reactants are: FC1C=C2C(C(C3C=CC(N4CCC(N)CC4)=NC=3)=CN2)=CC=1.[F:24][C:25]1[CH:33]=[C:32]2[C:28]([C:29]([C:34]3[CH:35]=[CH:36][C:37]([NH:40][C:41](=[O:54])[C@@H:42]([NH:46]C(=O)OC(C)(C)C)[CH:43]([CH3:45])[CH3:44])=[N:38][CH:39]=3)=[CH:30][NH:31]2)=[CH:27][CH:26]=1.